This data is from Forward reaction prediction with 1.9M reactions from USPTO patents (1976-2016). The task is: Predict the product of the given reaction. (1) Given the reactants [CH3:1][O:2][CH2:3][C:4]1[NH:5][C:6]2[C:11]([CH:12]=1)=[CH:10][CH:9]=[CH:8][CH:7]=2.[H-].[Na+].Cl[C:16]1[N:24]=[C:23]2[C:19]([N:20]=[C:21]([CH2:26][N:27]3[CH2:32][CH2:31][CH:30]([C:33]([OH:36])([CH3:35])[CH3:34])[CH2:29][CH2:28]3)[N:22]2[CH3:25])=[C:18]([N:37]2[CH2:42][CH2:41][O:40][CH2:39][CH2:38]2)[N:17]=1, predict the reaction product. The product is: [CH3:1][O:2][CH2:3][C:4]1[N:5]([C:16]2[N:24]=[C:23]3[C:19]([N:20]=[C:21]([CH2:26][N:27]4[CH2:32][CH2:31][CH:30]([C:33]([OH:36])([CH3:35])[CH3:34])[CH2:29][CH2:28]4)[N:22]3[CH3:25])=[C:18]([N:37]3[CH2:38][CH2:39][O:40][CH2:41][CH2:42]3)[N:17]=2)[C:6]2[C:11]([CH:12]=1)=[CH:10][CH:9]=[CH:8][CH:7]=2. (2) Given the reactants [CH3:13][C:12]([O:11][C:9](O[C:9]([O:11][C:12]([CH3:15])([CH3:14])[CH3:13])=[O:10])=[O:10])([CH3:15])[CH3:14].C([O-])(O)=O.[Na+].[NH2:21][CH2:22][CH2:23][CH2:24][C:25]([OH:27])=[O:26], predict the reaction product. The product is: [C:9]([NH:21][CH2:22][CH2:23][CH2:24][C:25]([OH:27])=[O:26])([O:11][C:12]([CH3:13])([CH3:14])[CH3:15])=[O:10]. (3) Given the reactants [NH2:1][C:2]1[C:11]2[C:6](=[CH:7][CH:8]=[CH:9][CH:10]=2)[CH:5]=[CH:4][C:3]=1[C:12]([OH:21])([C:17]([F:20])([F:19])[F:18])[C:13]([F:16])([F:15])[F:14].[Br:22][C:23]1[CH:31]=[CH:30][C:26]([C:27](Cl)=[O:28])=[CH:25][CH:24]=1, predict the reaction product. The product is: [Br:22][C:23]1[CH:31]=[CH:30][C:26]([C:27]([NH:1][C:2]2[C:11]3[C:6](=[CH:7][CH:8]=[CH:9][CH:10]=3)[CH:5]=[CH:4][C:3]=2[C:12]([OH:21])([C:13]([F:14])([F:15])[F:16])[C:17]([F:18])([F:19])[F:20])=[O:28])=[CH:25][CH:24]=1. (4) The product is: [CH3:30][C:31]1[O:35][C:34](=[O:36])[O:33][C:32]=1[CH2:37][O:38][C:39](=[O:60])[C@H:40]([OH:59])[CH2:41][N:42]([CH2:44][C:45]1[CH:46]=[CH:47][C:48]([C:51]2[CH:56]=[C:55]([Cl:57])[CH:54]=[CH:53][C:52]=2[F:58])=[CH:49][CH:50]=1)[NH:43][C:27]([C:18]1[NH:17][C:16](=[O:15])[N:20]([C:21]2[CH:22]=[CH:23][CH:24]=[CH:25][CH:26]=2)[N:19]=1)=[O:29]. Given the reactants C(Cl)CCl.C1C=CC2N(O)N=NC=2C=1.[O:15]=[C:16]1[N:20]([C:21]2[CH:26]=[CH:25][CH:24]=[CH:23][CH:22]=2)[N:19]=[C:18]([C:27]([OH:29])=O)[NH:17]1.[CH3:30][C:31]1[O:35][C:34](=[O:36])[O:33][C:32]=1[CH2:37][O:38][C:39](=[O:60])[C@H:40]([OH:59])[CH2:41][N:42]([CH2:44][C:45]1[CH:50]=[CH:49][C:48]([C:51]2[CH:56]=[C:55]([Cl:57])[CH:54]=[CH:53][C:52]=2[F:58])=[CH:47][CH:46]=1)[NH2:43].CCN(C(C)C)C(C)C, predict the reaction product. (5) Given the reactants [C:1]([O:5][C:6]([N:8]([CH2:10][C:11]([OH:13])=O)[CH3:9])=[O:7])([CH3:4])([CH3:3])[CH3:2].[F:14][C:15]1[CH:16]=[C:17]([C:22]2[CH:27]=[CH:26][CH:25]=[CH:24][C:23]=2[S:28][CH3:29])[CH:18]=[CH:19][C:20]=1[NH2:21].CCOC1N(C(OCC)=O)C2C(=CC=CC=2)C=C1.C(N(CC)CC)C, predict the reaction product. The product is: [C:1]([O:5][C:6](=[O:7])[N:8]([CH2:10][C:11](=[O:13])[NH:21][C:20]1[CH:19]=[CH:18][C:17]([C:22]2[CH:27]=[CH:26][CH:25]=[CH:24][C:23]=2[S:28][CH3:29])=[CH:16][C:15]=1[F:14])[CH3:9])([CH3:2])([CH3:3])[CH3:4]. (6) Given the reactants I[C:2]1[CH:3]=[CH:4][CH:5]=[C:6]2[C:11]=1[CH:10]=[C:9]([S:12]([NH2:15])(=[O:14])=[O:13])[CH:8]=[CH:7]2.[CH3:16][CH2:17][OH:18].C1CCN2C(=NCCC2)CC1.[O:30]1CCOC[CH2:31]1, predict the reaction product. The product is: [S:12]([C:9]1[CH:10]=[C:11]2[C:6]([CH:5]=[CH:4][CH:3]=[C:2]2[C:31]([O:18][CH2:17][CH3:16])=[O:30])=[CH:7][CH:8]=1)(=[O:14])(=[O:13])[NH2:15]. (7) Given the reactants [Cl:1][C:2]1[CH:7]=[CH:6][C:5]([C:8](=[N:11]O)[CH2:9][CH3:10])=[CH:4][CH:3]=1.Cl, predict the reaction product. The product is: [Cl:1][C:2]1[CH:3]=[CH:4][C:5]([CH:8]([NH2:11])[CH2:9][CH3:10])=[CH:6][CH:7]=1. (8) Given the reactants [N+:1]([C:4]1[CH:5]=[C:6]([CH:10]=[CH:11][C:12]=1[CH2:13][CH2:14][CH2:15][CH2:16][CH3:17])[C:7]([OH:9])=[O:8])([O-:3])=[O:2].[C:18](Cl)(=O)[C:19](Cl)=O.C(O)C, predict the reaction product. The product is: [N+:1]([C:4]1[CH:5]=[C:6]([CH:10]=[CH:11][C:12]=1[CH2:13][CH2:14][CH2:15][CH2:16][CH3:17])[C:7]([O:9][CH2:18][CH3:19])=[O:8])([O-:3])=[O:2].